Dataset: Ames mutagenicity test results for genotoxicity prediction. Task: Regression/Classification. Given a drug SMILES string, predict its toxicity properties. Task type varies by dataset: regression for continuous values (e.g., LD50, hERG inhibition percentage) or binary classification for toxic/non-toxic outcomes (e.g., AMES mutagenicity, cardiotoxicity, hepatotoxicity). Dataset: ames. The drug is NC(Cc1ccc(O)c(O)c1)C(=O)O. The result is 1 (mutagenic).